Dataset: Full USPTO retrosynthesis dataset with 1.9M reactions from patents (1976-2016). Task: Predict the reactants needed to synthesize the given product. (1) Given the product [Cl:1][C:2]1[C:7]([C:25]#[C:24][C:21]2[CH:22]=[CH:23][C:18]([Cl:17])=[CH:19][CH:20]=2)=[CH:6][N:5]=[C:4]([N:9]=[CH:10][N:11]([CH3:13])[CH3:12])[N:3]=1, predict the reactants needed to synthesize it. The reactants are: [Cl:1][C:2]1[C:7](I)=[CH:6][N:5]=[C:4]([N:9]=[CH:10][N:11]([CH3:13])[CH3:12])[N:3]=1.C(O)C.[Cl:17][C:18]1[CH:23]=[CH:22][C:21]([C:24]#[CH:25])=[CH:20][CH:19]=1. (2) Given the product [Cl:23][C:24]1[CH:29]=[CH:28][C:27]([N:3]2[C@@H:4]3[CH2:22][CH2:21][CH2:20][CH2:19][C@H:5]3[N:6]([C:7]3[CH:14]=[CH:13][C:10]([C:11]#[N:12])=[C:9]([C:15]([F:18])([F:16])[F:17])[CH:8]=3)[C:2]2=[O:1])=[CH:26][CH:25]=1, predict the reactants needed to synthesize it. The reactants are: [O:1]=[C:2]1[N:6]([C:7]2[CH:14]=[CH:13][C:10]([C:11]#[N:12])=[C:9]([C:15]([F:18])([F:17])[F:16])[CH:8]=2)[C@@H:5]2[CH2:19][CH2:20][CH2:21][CH2:22][C@H:4]2[NH:3]1.[Cl:23][C:24]1[CH:29]=[CH:28][C:27](I)=[CH:26][CH:25]=1. (3) Given the product [N+:23]([C:26]1[CH:27]=[C:28]([CH:32]=[C:33]([N+:35]([O-:37])=[O:36])[CH:34]=1)[C:29]([NH:2][C@H:3]([C:10]1[CH:15]=[CH:14][CH:13]=[CH:12][CH:11]=1)[CH2:4][C:5]([O:7][CH2:8][CH3:9])=[O:6])=[O:30])([O-:25])=[O:24], predict the reactants needed to synthesize it. The reactants are: Cl.[NH2:2][C@H:3]([C:10]1[CH:15]=[CH:14][CH:13]=[CH:12][CH:11]=1)[CH2:4][C:5]([O:7][CH2:8][CH3:9])=[O:6].C(N(CC)CC)C.[N+:23]([C:26]1[CH:27]=[C:28]([CH:32]=[C:33]([N+:35]([O-:37])=[O:36])[CH:34]=1)[C:29](Cl)=[O:30])([O-:25])=[O:24]. (4) Given the product [Cl:1][C:2]1[CH:3]=[CH:4][C:5]([CH:8]([CH3:12])[C:9]([OH:11])=[O:10])=[CH:6][CH:7]=1, predict the reactants needed to synthesize it. The reactants are: [Cl:1][C:2]1[CH:7]=[CH:6][C:5]([CH2:8][C:9]([OH:11])=[O:10])=[CH:4][CH:3]=1.[CH2:12]([Li])CCC.CI. (5) Given the product [Cl:35][C:36]1[CH:41]=[CH:40][CH:39]=[C:38]([Cl:42])[C:37]=1[NH:43][C:44]([NH:1][C:2]1[C:3]([C:12]([N:14]([CH2:21][C:22]2[CH:27]=[CH:26][CH:25]=[CH:24][CH:23]=2)[C@H:15]([C:17]([O:19][CH3:20])=[O:18])[CH3:16])=[O:13])=[CH:4][C:5]2[C:10]([CH:11]=1)=[CH:9][CH:8]=[CH:7][CH:6]=2)=[O:45], predict the reactants needed to synthesize it. The reactants are: [NH2:1][C:2]1[C:3]([C:12]([N:14]([CH2:21][C:22]2[CH:27]=[CH:26][CH:25]=[CH:24][CH:23]=2)[C@H:15]([C:17]([O:19][CH3:20])=[O:18])[CH3:16])=[O:13])=[CH:4][C:5]2[C:10]([CH:11]=1)=[CH:9][CH:8]=[CH:7][CH:6]=2.C(N(CC)CC)C.[Cl:35][C:36]1[CH:41]=[CH:40][CH:39]=[C:38]([Cl:42])[C:37]=1[N:43]=[C:44]=[O:45]. (6) Given the product [CH2:1]([N:8]1[C:16]2[C:15]3=[N:17][C@H:18]([CH2:20][C:21]4[CH:26]=[CH:25][CH:24]=[CH:23][CH:22]=4)[CH2:19][N:14]3[C:13](=[O:27])[N:12]([CH2:42][C:41]([O:40][CH3:39])=[O:44])[C:11]=2[N:10]=[C:9]1[CH:28]1[CH2:32][CH2:31][CH2:30][CH2:29]1)[C:2]1[CH:3]=[CH:4][CH:5]=[CH:6][CH:7]=1, predict the reactants needed to synthesize it. The reactants are: [CH2:1]([N:8]1[C:16]2[C:15]3=[N:17][C@H:18]([CH2:20][C:21]4[CH:26]=[CH:25][CH:24]=[CH:23][CH:22]=4)[CH2:19][N:14]3[C:13](=[O:27])[NH:12][C:11]=2[N:10]=[C:9]1[CH:28]1[CH2:32][CH2:31][CH2:30][CH2:29]1)[C:2]1[CH:7]=[CH:6][CH:5]=[CH:4][CH:3]=1.C(=O)([O-])[O-].[K+].[K+].[CH3:39][O:40][C:41](=[O:44])[CH2:42]Br. (7) Given the product [Cl:28][C:29]1[CH:37]=[C:36]([Cl:17])[CH:35]=[CH:34][C:30]=1[C:31]([Cl:33])=[O:32].[CH2:48]([C:22]1[N:27]([C:7]2[CH:8]=[CH:9][CH:10]=[CH:11][CH:12]=2)[C:26]2[CH:25]=[CH:24][N:23]=[CH:40][C:39]=2[N:21]=1)[CH3:49], predict the reactants needed to synthesize it. The reactants are: CC(NC(=O)[C:7]1[CH:12]=[CH:11][CH:10]=[C:9](C(F)(F)F)[C:8]=1[Cl:17])C#C.N1[N:23]2[CH:24]=[CH:25][CH:26]=[N:27][C:22]2=[N:21]N=1.[Cl:28][C:29]1[CH:37]=[C:36](F)[CH:35]=[CH:34][C:30]=1[C:31]([Cl:33])=[O:32].[CH3:39][CH2:40]N(C(C)C)C(C)C.[CH:48]1C=CC=C[CH:49]=1.C(Br)C=C. (8) Given the product [F:1][C:2]([F:23])([F:24])[C:3]1[CH:4]=[C:5]([CH:16]=[C:17]([C:19]([F:22])([F:21])[F:20])[CH:18]=1)[CH2:6][N:7]1[C:11]([Cl:12])=[C:10]([C:13]([N:36]2[C:32]([CH3:44])([CH3:31])[CH2:33][C:34](=[O:43])[N:35]2[C:37]2[CH:42]=[CH:41][CH:40]=[CH:39][CH:38]=2)=[O:15])[N:9]=[N:8]1, predict the reactants needed to synthesize it. The reactants are: [F:1][C:2]([F:24])([F:23])[C:3]1[CH:4]=[C:5]([CH:16]=[C:17]([C:19]([F:22])([F:21])[F:20])[CH:18]=1)[CH2:6][N:7]1[C:11]([Cl:12])=[C:10]([C:13]([OH:15])=O)[N:9]=[N:8]1.C(Cl)(=O)C(Cl)=O.[CH3:31][C:32]1([CH3:44])[NH:36][N:35]([C:37]2[CH:42]=[CH:41][CH:40]=[CH:39][CH:38]=2)[C:34](=[O:43])[CH2:33]1. (9) Given the product [C:11]([NH:1][CH2:2][CH2:3][CH2:4][S:5]([OH:8])(=[O:7])=[O:6])(=[O:16])[C:12]([CH3:15])([CH3:14])[CH3:13], predict the reactants needed to synthesize it. The reactants are: [NH2:1][CH2:2][CH2:3][CH2:4][S:5]([OH:8])(=[O:7])=[O:6].[OH-].[Na+].[C:11](Cl)(=[O:16])[C:12]([CH3:15])([CH3:14])[CH3:13].